This data is from Full USPTO retrosynthesis dataset with 1.9M reactions from patents (1976-2016). The task is: Predict the reactants needed to synthesize the given product. (1) The reactants are: [Cl:1][C:2]1[CH:3]=[C:4]([CH:9]2[C:18]3[C:13](=[CH:14][CH:15]=[CH:16][CH:17]=3)[C:12](=O)[CH2:11][CH2:10]2)[CH:5]=[CH:6][C:7]=1[Cl:8].[CH:20]([NH2:22])=[O:21]. Given the product [Cl:1][C:2]1[CH:3]=[C:4]([CH:9]2[C:18]3[C:17](=[CH:16][CH:15]=[CH:14][CH:13]=3)[CH:12]([NH:22][CH:20]=[O:21])[CH2:11][CH2:10]2)[CH:5]=[CH:6][C:7]=1[Cl:8], predict the reactants needed to synthesize it. (2) Given the product [CH3:1][N:2]1[C:6]([C:7]2[CH:8]=[C:9]([NH:15][C:16]([NH:18][C:19]3[CH:20]=[CH:21][C:22]([Cl:25])=[CH:23][CH:24]=3)=[O:17])[CH:10]=[CH:11][C:12]=2[OH:13])=[CH:5][CH:4]=[N:3]1, predict the reactants needed to synthesize it. The reactants are: [CH3:1][N:2]1[C:6]([C:7]2[CH:8]=[C:9]([NH:15][C:16]([NH:18][C:19]3[CH:24]=[CH:23][C:22]([Cl:25])=[CH:21][CH:20]=3)=[O:17])[CH:10]=[CH:11][C:12]=2[O:13]C)=[CH:5][CH:4]=[N:3]1.ClC(Cl)C.BrB(Br)Br. (3) Given the product [C:46]([O:50][C:51](=[O:59])[NH:52][CH2:53][C:54]([CH3:58])([CH3:57])[CH2:55][NH:56][C:29](=[O:30])[C:28]1[CH:27]=[CH:26][C:25]([NH:24][C:14]2[N:13]=[C:12]([NH:11][CH2:10][C:9]3[CH:34]=[CH:35][C:6]([O:5][CH2:4][CH2:3][CH2:2][Br:1])=[C:7]([Cl:36])[CH:8]=3)[N:17]=[C:16]([O:18][CH2:19][C:20]([F:23])([F:21])[F:22])[N:15]=2)=[CH:33][CH:32]=1)([CH3:49])([CH3:47])[CH3:48], predict the reactants needed to synthesize it. The reactants are: [Br:1][CH2:2][CH2:3][CH2:4][O:5][C:6]1[CH:35]=[CH:34][C:9]([CH2:10][NH:11][C:12]2[N:17]=[C:16]([O:18][CH2:19][C:20]([F:23])([F:22])[F:21])[N:15]=[C:14]([NH:24][C:25]3[CH:33]=[CH:32][C:28]([C:29](O)=[O:30])=[CH:27][CH:26]=3)[N:13]=2)=[CH:8][C:7]=1[Cl:36].C(N(CC)C(C)C)(C)C.[C:46]([O:50][C:51](=[O:59])[NH:52][CH2:53][C:54]([CH3:58])([CH3:57])[CH2:55][NH2:56])([CH3:49])([CH3:48])[CH3:47].CN(C(ON1N=NC2C=CC=NC1=2)=[N+](C)C)C.F[P-](F)(F)(F)(F)F. (4) Given the product [N:1]1[CH:6]=[CH:5][CH:4]=[CH:3][C:2]=1[N:7]1[CH2:8][CH2:9][NH:10][CH2:11][CH2:12]1, predict the reactants needed to synthesize it. The reactants are: [N:1]1[CH:6]=[CH:5][CH:4]=[CH:3][C:2]=1[N:7]1[CH2:12][CH2:11][N:10](C(OC(C)(C)C)=O)[CH2:9][CH2:8]1.[OH-].[Na+]. (5) Given the product [OH:1][CH2:2][CH:3]1[CH2:11][C:10]2[C:5](=[CH:6][CH:7]=[C:8]([O:12][C:20]3[CH:28]=[CH:27][C:23]([C:24]([NH2:26])=[O:25])=[CH:22][N:21]=3)[CH:9]=2)[CH2:4]1, predict the reactants needed to synthesize it. The reactants are: [OH:1][CH2:2][CH:3]1[CH2:11][C:10]2[C:5](=[CH:6][CH:7]=[C:8]([OH:12])[CH:9]=2)[CH2:4]1.C([O-])([O-])=O.[K+].[K+].Cl[C:20]1[CH:28]=[CH:27][C:23]([C:24]([NH2:26])=[O:25])=[CH:22][N:21]=1.